From a dataset of Full USPTO retrosynthesis dataset with 1.9M reactions from patents (1976-2016). Predict the reactants needed to synthesize the given product. (1) Given the product [NH2:46][C:44]1[CH:43]=[CH:42][C:41]([CH3:49])=[C:40]([CH2:39][N:36]2[CH:37]=[CH:38][C:34]([NH:33][C:31](=[O:32])[C:30]3[C:29]([F:28])=[CH:53][CH:52]=[CH:51][C:50]=3[F:54])=[N:35]2)[CH:45]=1, predict the reactants needed to synthesize it. The reactants are: CC1C=C2N=C3C(=NC(NC3=O)=O)N(C[C@H](O)[C@H](O)[C@H](O)CO)C2=CC=1C.[F:28][C:29]1[CH:53]=[CH:52][CH:51]=[C:50]([F:54])[C:30]=1[C:31]([NH:33][C:34]1[CH:38]=[CH:37][N:36]([CH2:39][C:40]2[CH:45]=[C:44]([N+:46]([O-])=O)[CH:43]=[CH:42][C:41]=2[CH3:49])[N:35]=1)=[O:32]. (2) Given the product [CH2:14]([C:18]1[C:25]([O:26][CH3:27])=[CH:24][C:23]([CH3:28])=[C:20]([CH2:21][OH:22])[C:19]=1[OH:29])[CH2:15][CH2:16][CH3:17], predict the reactants needed to synthesize it. The reactants are: BrC1C=C(CO)C(O)=C(C)C=1OC.[CH2:14]([C:18]1[C:19]([OH:29])=[C:20]([C:23]([CH3:28])=[CH:24][C:25]=1[O:26][CH3:27])[CH:21]=[O:22])[CH2:15][CH2:16][CH3:17].[BH4-].[Na+]. (3) Given the product [Br:15][C:16]1[CH:23]=[CH:22][C:7](/[CH:6]=[C:5](\[F:13])/[C:4]([O:3][CH2:1][CH3:2])=[O:14])=[CH:18][CH:17]=1, predict the reactants needed to synthesize it. The reactants are: [CH2:1]([O:3][C:4](=[O:14])[CH:5]([F:13])[C:6](=O)[C:7](OCC)=O)[CH3:2].[Br:15][C:16]1[CH:23]=[CH:22]C(C=O)=[CH:18][CH:17]=1. (4) Given the product [Br:1][C:2]1[CH:3]=[C:4]([CH:10]=[CH:11][CH:12]=1)[O:5][CH2:6][C:7]([NH:23][CH:20]1[CH2:22][CH2:21]1)=[O:8], predict the reactants needed to synthesize it. The reactants are: [Br:1][C:2]1[CH:3]=[C:4]([CH:10]=[CH:11][CH:12]=1)[O:5][CH2:6][C:7](Cl)=[O:8].C(N(CC)CC)C.[CH:20]1([NH2:23])[CH2:22][CH2:21]1. (5) Given the product [CH:32]1[C:33]2[C:28](=[CH:27][C:26]([C:12]3[N:11]([CH2:10][CH2:9][NH2:8])[C:15]([CH2:16][CH2:17][CH2:18][CH2:19][C:20]4[CH:21]=[CH:22][CH:23]=[CH:24][CH:25]=4)=[N:14][N:13]=3)=[CH:35][CH:34]=2)[CH:29]=[CH:30][N:31]=1, predict the reactants needed to synthesize it. The reactants are: C(OC([NH:8][CH2:9][CH2:10][N:11]1[C:15]([CH2:16][CH2:17][CH2:18][CH2:19][C:20]2[CH:25]=[CH:24][CH:23]=[CH:22][CH:21]=2)=[N:14][N:13]=[C:12]1[C:26]1[CH:27]=[C:28]2[C:33](=[CH:34][CH:35]=1)[CH:32]=[N:31][CH:30]=[CH:29]2)=O)(C)(C)C.C1C2C(=CC(C(NN)=O)=CC=2)C=CN=1.C(OC(NCCNC(=S)CCCCC1C=CC=CC=1)=O)(C)(C)C.C(=O)([O-])[O-].[K+].[K+]. (6) Given the product [OH:1][C:2]1([C:28]2[CH:29]=[CH:30][N:25]=[CH:26][CH:27]=2)[CH2:7][CH2:6][CH2:5][CH2:4][CH:3]1[N:8]1[CH2:9][CH2:10][C:11]2([N:15]([C:16]3[CH:21]=[CH:20][CH:19]=[CH:18][CH:17]=3)[CH2:14][NH:13][C:12]2=[O:22])[CH2:23][CH2:24]1, predict the reactants needed to synthesize it. The reactants are: [O:1]=[C:2]1[CH2:7][CH2:6][CH2:5][CH2:4][CH:3]1[N:8]1[CH2:24][CH2:23][C:11]2([N:15]([C:16]3[CH:21]=[CH:20][CH:19]=[CH:18][CH:17]=3)[CH2:14][NH:13][C:12]2=[O:22])[CH2:10][CH2:9]1.[N:25]1[CH:30]=[CH:29][C:28]([Li])=[CH:27][CH:26]=1. (7) Given the product [C:29]([C:26]1[CH:25]=[CH:24][C:23]([C:18]2[CH:19]=[C:20]([F:22])[CH:21]=[C:16]([CH:11]3[C:10]([CH3:34])([CH3:33])[CH2:9][C:8]4[C:13](=[CH:14][CH:15]=[C:6]([C:4]([OH:5])=[O:3])[CH:7]=4)[NH:12]3)[CH:17]=2)=[CH:28][CH:27]=1)([CH3:32])([CH3:30])[CH3:31], predict the reactants needed to synthesize it. The reactants are: C([O:3][C:4]([C:6]1[CH:7]=[C:8]2[C:13](=[CH:14][CH:15]=1)[NH:12][CH:11]([C:16]1[CH:17]=[C:18]([C:23]3[CH:28]=[CH:27][C:26]([C:29]([CH3:32])([CH3:31])[CH3:30])=[CH:25][CH:24]=3)[CH:19]=[C:20]([F:22])[CH:21]=1)[C:10]([CH3:34])([CH3:33])[CH2:9]2)=[O:5])C.Cl. (8) Given the product [CH3:1][N:2]1[CH2:7][CH2:6][CH2:5][C:4]([NH2:14])([C:8]2[CH:13]=[CH:12][N:11]=[CH:10][CH:9]=2)[CH2:3]1, predict the reactants needed to synthesize it. The reactants are: [CH3:1][N:2]1[CH2:7][CH2:6][CH2:5][C:4]([N+:14]([O-])=O)([C:8]2[CH:13]=[CH:12][N:11]=[CH:10][CH:9]=2)[CH2:3]1. (9) Given the product [Cl:25][C:13]1[C:14]([NH:16][C:17](=[O:22])[C:18]([CH3:21])([CH3:20])[CH3:19])=[N:15][C:6]([NH:5][C:3](=[O:4])[C:2]([CH3:24])([CH3:23])[CH3:1])=[C:7]([CH:12]=1)[C:8]([O:10][CH3:11])=[O:9], predict the reactants needed to synthesize it. The reactants are: [CH3:1][C:2]([CH3:24])([CH3:23])[C:3]([NH:5][C:6]1[N:15]=[C:14]([NH:16][C:17](=[O:22])[C:18]([CH3:21])([CH3:20])[CH3:19])[CH:13]=[CH:12][C:7]=1[C:8]([O:10][CH3:11])=[O:9])=[O:4].[Cl:25]N1C(=O)CCC1=O. (10) The reactants are: O=S(Cl)Cl.[CH3:5][C:6]1[NH:10][N:9]=[C:8]([C:11]([OH:13])=O)[CH:7]=1. Given the product [CH3:5][C:6]1[CH:7]=[C:8]2[C:11](=[O:13])[N:9]3[N:10]=[C:6]([CH3:5])[CH:7]=[C:8]3[C:11](=[O:13])[N:9]2[N:10]=1, predict the reactants needed to synthesize it.